Dataset: Forward reaction prediction with 1.9M reactions from USPTO patents (1976-2016). Task: Predict the product of the given reaction. (1) Given the reactants [OH:1][C:2]1[CH:7]=[CH:6][C:5]([N:8]([C:20]2[CH:25]=[CH:24][C:23]([OH:26])=[CH:22][CH:21]=2)[C:9](=[O:19])[C:10]2[CH:15]=[CH:14][C:13]([CH2:16]CC)=[CH:12][CH:11]=2)=[CH:4][CH:3]=1.F[C:28]1C=C(C=CC=1O)C(N(C1C=CC(O)=CC=1)C1C=CC=CC=1)=O.OC1C=CC(N(C2C=CC(O)=CC=2)C(=O)C2C=CC(CCCCC)=CC=2)=CC=1.C1C=CC(/C(/CCCl)=C(\C2C=CC(OCCO)=CC=2)/C2C=CC=CC=2)=CC=1, predict the reaction product. The product is: [OH:1][C:2]1[CH:7]=[CH:6][C:5]([N:8]([C:20]2[CH:25]=[CH:24][C:23]([OH:26])=[CH:22][CH:21]=2)[C:9](=[O:19])[C:10]2[CH:15]=[CH:14][C:13]([CH3:16])=[C:12]([CH3:28])[CH:11]=2)=[CH:4][CH:3]=1. (2) Given the reactants [CH2:1]([NH:5][C:6]1[N:14]=[C:13]2[C:9]([N:10]=[C:11]([O:25][CH3:26])[N:12]2[CH2:15][CH2:16][CH2:17][N:18]2[CH2:23][CH2:22][N:21]([CH3:24])[CH2:20][CH2:19]2)=[C:8]([NH2:27])[N:7]=1)[CH2:2][CH2:3][CH3:4].[CH2:28](NC1N=C2C(N=C(OC)N2CCCCl)=C(N)N=1)[CH2:29][CH2:30]C.C(N1CCNCC1)CCC, predict the reaction product. The product is: [CH2:1]([NH:5][C:6]1[N:14]=[C:13]2[C:9]([N:10]=[C:11]([O:25][CH3:26])[N:12]2[CH2:15][CH2:16][CH2:17][N:18]2[CH2:19][CH2:20][N:21]([CH2:24][CH2:28][CH2:29][CH3:30])[CH2:22][CH2:23]2)=[C:8]([NH2:27])[N:7]=1)[CH2:2][CH2:3][CH3:4].